Dataset: Peptide-MHC class II binding affinity with 134,281 pairs from IEDB. Task: Regression. Given a peptide amino acid sequence and an MHC pseudo amino acid sequence, predict their binding affinity value. This is MHC class II binding data. (1) The peptide sequence is NSFQIEEFGTGVFTT. The MHC is DRB4_0103 with pseudo-sequence DRB4_0103. The binding affinity (normalized) is 0.446. (2) The peptide sequence is KPTGAGPKDNGGACG. The MHC is HLA-DQA10104-DQB10503 with pseudo-sequence HLA-DQA10104-DQB10503. The binding affinity (normalized) is 0. (3) The peptide sequence is DFNEFISFCNANPGL. The MHC is DRB1_0802 with pseudo-sequence DRB1_0802. The binding affinity (normalized) is 0.655. (4) The peptide sequence is FKLKRKMVYSFSLEC. The MHC is DRB1_0101 with pseudo-sequence DRB1_0101. The binding affinity (normalized) is 0.651. (5) The peptide sequence is EKKYFAATQFAPLAA. The MHC is DRB1_1001 with pseudo-sequence DRB1_1001. The binding affinity (normalized) is 0.817. (6) The binding affinity (normalized) is 0.452. The peptide sequence is SGPLKAEIAQRLEDV. The MHC is DRB4_0101 with pseudo-sequence DRB4_0103. (7) The binding affinity (normalized) is 0.740. The peptide sequence is INEPTAAAIAYGLWR. The MHC is HLA-DQA10501-DQB10301 with pseudo-sequence HLA-DQA10501-DQB10301.